Dataset: Catalyst prediction with 721,799 reactions and 888 catalyst types from USPTO. Task: Predict which catalyst facilitates the given reaction. (1) Reactant: [NH2:1][C:2]1[N:7]=[C:6]([C:8]2[O:9][CH:10]=[C:11]([Br:13])[CH:12]=2)[C:5]([C:14]#[N:15])=[C:4](S(C)=O)[N:3]=1.Cl.Cl.[CH3:21][C:22]1[CH:23]=[CH:24][C:25]([CH2:28][NH2:29])=[N:26][CH:27]=1.C1CCN2C(=NCCC2)CC1. Product: [NH2:1][C:2]1[N:7]=[C:6]([C:8]2[O:9][CH:10]=[C:11]([Br:13])[CH:12]=2)[C:5]([C:14]#[N:15])=[C:4]([NH:29][CH2:28][C:25]2[CH:24]=[CH:23][C:22]([CH3:21])=[CH:27][N:26]=2)[N:3]=1. The catalyst class is: 57. (2) Reactant: [Cl:1][C:2]1[C:3]([N:27]([CH:29]([CH3:31])[CH3:30])[CH3:28])=[CH:4][C:5]2[N:11]=[C:10]([C:12]3[CH:17]=[CH:16][CH:15]=[C:14]([N:18]4[C:22]([CH2:23]O)=[CH:21][N:20]=[N:19]4)[CH:13]=3)[CH2:9][C:8](=[O:25])[NH:7][C:6]=2[CH:26]=1.S(Cl)(Cl)=O.[Cl-].[CH:37]([NH2:40])([CH3:39])[CH3:38]. Product: [Cl:1][C:2]1[C:3]([N:27]([CH:29]([CH3:31])[CH3:30])[CH3:28])=[CH:4][C:5]2[N:11]=[C:10]([C:12]3[CH:17]=[CH:16][CH:15]=[C:14]([N:18]4[C:22]([CH2:23][NH:40][CH:37]([CH3:39])[CH3:38])=[CH:21][N:20]=[N:19]4)[CH:13]=3)[CH2:9][C:8](=[O:25])[NH:7][C:6]=2[CH:26]=1. The catalyst class is: 139. (3) Reactant: [Cl:1][C:2]1[CH:3]=[CH:4][C:5]2[N:11]([C:12](=[O:27])[C:13]3[CH:18]=[CH:17][C:16]([NH:19][C:20](=[O:25])[CH2:21]C(=O)C)=[CH:15][C:14]=3[CH3:26])[CH2:10][CH2:9][CH2:8][CH2:7][C:6]=2[CH:28]=1.[OH-:29].[Na+].Cl. Product: [Cl:1][C:2]1[CH:3]=[CH:4][C:5]2[N:11]([C:12](=[O:27])[C:13]3[CH:18]=[CH:17][C:16]([NH:19][C:20](=[O:25])[CH2:21][OH:29])=[CH:15][C:14]=3[CH3:26])[CH2:10][CH2:9][CH2:8][CH2:7][C:6]=2[CH:28]=1. The catalyst class is: 7.